From a dataset of CYP2C9 inhibition data for predicting drug metabolism from PubChem BioAssay. Regression/Classification. Given a drug SMILES string, predict its absorption, distribution, metabolism, or excretion properties. Task type varies by dataset: regression for continuous measurements (e.g., permeability, clearance, half-life) or binary classification for categorical outcomes (e.g., BBB penetration, CYP inhibition). Dataset: cyp2c9_veith. (1) The molecule is NS(=O)(=O)c1cc([C@@]2(O)NC(=O)c3ccccc32)ccc1Cl. The result is 0 (non-inhibitor). (2) The compound is O=C1NC(=O)N(CCNc2ncc(C(F)(F)F)cc2Cl)C(=O)C1/C=N/OCc1c(F)cccc1Cl. The result is 1 (inhibitor).